From a dataset of Full USPTO retrosynthesis dataset with 1.9M reactions from patents (1976-2016). Predict the reactants needed to synthesize the given product. (1) Given the product [CH2:19]([N:26]1[CH2:31][CH2:30][CH2:29][CH:28]([NH:11][C:8]2[CH:9]=[C:10]3[C:5](=[CH:6][CH:7]=2)[NH:4][N:3]=[C:2]3[NH2:1])[CH2:27]1)[C:20]1[CH:25]=[CH:24][CH:23]=[CH:22][CH:21]=1, predict the reactants needed to synthesize it. The reactants are: [NH2:1][C:2]1[C:10]2[C:5](=[CH:6][CH:7]=[C:8]([NH2:11])[CH:9]=2)[N:4](C(OC(C)(C)C)=O)[N:3]=1.[CH2:19]([N:26]1[CH2:31][CH2:30][CH2:29][C:28](=O)[CH2:27]1)[C:20]1[CH:25]=[CH:24][CH:23]=[CH:22][CH:21]=1.C([BH3-])#N.[Na+]. (2) Given the product [NH2:26][C:5]1([C:14]2[C:15]([O:20][CH2:21][CH3:22])=[N:16][CH:17]=[CH:18][CH:19]=2)[C:4]2[C:8](=[CH:9][C:10]([F:11])=[C:2]([Cl:1])[CH:3]=2)[N:7]([S:40]([C:34]2[CH:39]=[CH:38][CH:37]=[CH:36][CH:35]=2)(=[O:42])=[O:41])[C:6]1=[O:12].[Cl:1][C:2]1[CH:3]=[C:4]2[C:8](=[CH:9][C:10]=1[F:11])[NH:7][C:6](=[O:12])[C:5]2([C:14]1[C:15]([O:20][CH2:21][CH3:22])=[N:16][CH:17]=[CH:18][CH:19]=1)[OH:13], predict the reactants needed to synthesize it. The reactants are: [Cl:1][C:2]1[CH:3]=[C:4]2[C:8](=[CH:9][C:10]=1[F:11])[NH:7][C:6](=[O:12])[C:5]2([C:14]1[C:15]([O:20][CH2:21][CH3:22])=[N:16][CH:17]=[CH:18][CH:19]=1)[OH:13].OC1C2C(=CC=CC=2)[NH:26]C1=O.[C:34]1([S:40](Cl)(=[O:42])=[O:41])[CH:39]=[CH:38][CH:37]=[CH:36][CH:35]=1.S(Cl)(Cl)(=O)=O. (3) The reactants are: [CH3:1][C:2]1[N:6]=[CH:5][N:4]([C:7]2[CH:12]=[CH:11][C:10]([N+:13]([O-:15])=[O:14])=[CH:9][C:8]=2[OH:16])[N:3]=1.C([O-])([O-])=O.[K+].[K+].[Br:23][CH2:24][CH2:25]Br. Given the product [Br:23][CH2:24][CH2:25][O:16][C:8]1[CH:9]=[C:10]([N+:13]([O-:15])=[O:14])[CH:11]=[CH:12][C:7]=1[N:4]1[CH:5]=[N:6][C:2]([CH3:1])=[N:3]1, predict the reactants needed to synthesize it. (4) Given the product [C:8]([O:13][CH2:14][CH2:15][O:16][C:17]([NH:1][C@H:2]([CH2:3][OH:4])[C:5]([OH:7])=[O:6])=[O:18])(=[O:12])[CH2:9][CH2:10][CH3:11], predict the reactants needed to synthesize it. The reactants are: [NH2:1][C@@H:2]([C:5]([OH:7])=[O:6])[CH2:3][OH:4].[C:8]([O:13][CH2:14][CH2:15][O:16][C:17](ON1C(=O)CCC1=O)=[O:18])(=[O:12])[CH2:9][CH2:10][CH3:11]. (5) Given the product [C:1]1(=[CH:5][C:6]([NH:15][C:14]2[CH:13]=[CH:12][C:11]([O:18][CH3:19])=[C:10]([CH3:9])[C:16]=2[CH3:17])=[O:8])[CH2:2][CH2:3][CH2:4]1, predict the reactants needed to synthesize it. The reactants are: [C:1]1(=[CH:5][C:6]([OH:8])=O)[CH2:4][CH2:3][CH2:2]1.[CH3:9][C:10]1[C:11]([O:18][CH3:19])=[CH:12][CH:13]=[C:14]([C:16]=1[CH3:17])[NH2:15].CN(C)CCCN=C=NCC.C1(N=C=NC2CCCCC2)CCCCC1. (6) Given the product [Cl:1][C:2]1[CH:7]=[CH:6][C:5]([C:17]([C:14]2[CH:13]=[CH:12][C:11]([Br:10])=[CH:16][N:15]=2)=[O:23])=[CH:4][CH:3]=1, predict the reactants needed to synthesize it. The reactants are: [Cl:1][C:2]1[CH:7]=[CH:6][C:5]([Mg]Br)=[CH:4][CH:3]=1.[Br:10][C:11]1[CH:12]=[CH:13][C:14]([C:17]#N)=[N:15][CH:16]=1.Cl.C1C[O:23]CC1. (7) The reactants are: [C:1]([O-:4])(=[O:3])C.[O:5]=[C:6]1[C@@H:9]([NH3+:10])[CH2:8][NH:7]1.[CH3:11]CN(C(C)C)C(C)C.[N:20]1([C:26]([C:28]2[CH:33]=[CH:32][C:31](C3C=CN(C([O-])=O)C(=O)C=3C)=[CH:30][CH:29]=2)=[O:27])[CH2:25][CH2:24][CH2:23][CH2:22][CH2:21]1. Given the product [N:20]1([C:26]([C:28]2[CH:33]=[CH:32][C:31]([O:4][C:1](=[O:3])[N:10]([CH3:11])[C@H:9]3[CH2:8][NH:7][C:6]3=[O:5])=[CH:30][CH:29]=2)=[O:27])[CH2:21][CH2:22][CH2:23][CH2:24][CH2:25]1, predict the reactants needed to synthesize it. (8) The reactants are: [CH3:1][N:2]1[C:6]([C:7]2[CH:8]=[C:9]([CH2:13][C:14]([OH:16])=O)[CH:10]=[CH:11][CH:12]=2)=[CH:5][CH:4]=[N:3]1.CCN=C=NCCCN(C)C.C1C=CC2N(O)N=NC=2C=1.CCN(CC)CC.[NH2:45][CH2:46][CH:47]([OH:59])[CH2:48][N:49]1[CH2:58][CH2:57][C:56]2[C:51](=[CH:52][CH:53]=[CH:54][CH:55]=2)[CH2:50]1. Given the product [CH2:50]1[C:51]2[C:56](=[CH:55][CH:54]=[CH:53][CH:52]=2)[CH2:57][CH2:58][N:49]1[CH2:48][CH:47]([OH:59])[CH2:46][NH:45][C:14](=[O:16])[CH2:13][C:9]1[CH:10]=[CH:11][CH:12]=[C:7]([C:6]2[N:2]([CH3:1])[N:3]=[CH:4][CH:5]=2)[CH:8]=1, predict the reactants needed to synthesize it. (9) Given the product [CH2:1]([N:8]1[C:16]2[C:11](=[CH:12][CH:13]=[CH:14][CH:15]=2)[C:10]([C:17]2[O:18][C:19]([C:22]([OH:24])=[O:23])=[CH:20][CH:21]=2)=[N:9]1)[C:2]1[CH:7]=[CH:6][CH:5]=[CH:4][CH:3]=1, predict the reactants needed to synthesize it. The reactants are: [CH2:1]([N:8]1[C:16]2[C:11](=[CH:12][CH:13]=[CH:14][CH:15]=2)[C:10]([C:17]2[O:18][C:19]([C:22]([O:24]C)=[O:23])=[CH:20][CH:21]=2)=[N:9]1)[C:2]1[CH:7]=[CH:6][CH:5]=[CH:4][CH:3]=1.[OH-].[K+].CO.Cl. (10) Given the product [Cl:14][C:11]1[CH:12]=[CH:13][C:8]([C:7]2[N:6]=[C:5]([C:15]([O:17][CH3:18])=[O:16])[CH:4]=[N:3][C:2]=2[O:29][C@@H:27]([CH3:28])[C:26]([F:31])([F:30])[F:25])=[CH:9][CH:10]=1, predict the reactants needed to synthesize it. The reactants are: Br[C:2]1[N:3]=[CH:4][C:5]([C:15]([O:17][CH3:18])=[O:16])=[N:6][C:7]=1[C:8]1[CH:13]=[CH:12][C:11]([Cl:14])=[CH:10][CH:9]=1.C(=O)([O-])[O-].[Cs+].[Cs+].[F:25][C:26]([F:31])([F:30])[C@@H:27]([OH:29])[CH3:28].